Dataset: Merck oncology drug combination screen with 23,052 pairs across 39 cell lines. Task: Regression. Given two drug SMILES strings and cell line genomic features, predict the synergy score measuring deviation from expected non-interaction effect. (1) Drug 1: N#Cc1ccc(Cn2cncc2CN2CCN(c3cccc(Cl)c3)C(=O)C2)cc1. Drug 2: CCc1cnn2c(NCc3ccc[n+]([O-])c3)cc(N3CCCCC3CCO)nc12. Cell line: NCIH2122. Synergy scores: synergy=10.5. (2) Drug 1: CC(=O)OC1C(=O)C2(C)C(O)CC3OCC3(OC(C)=O)C2C(OC(=O)c2ccccc2)C2(O)CC(OC(=O)C(O)C(NC(=O)c3ccccc3)c3ccccc3)C(C)=C1C2(C)C. Drug 2: Cc1nc(Nc2ncc(C(=O)Nc3c(C)cccc3Cl)s2)cc(N2CCN(CCO)CC2)n1. Cell line: NCIH520. Synergy scores: synergy=57.1. (3) Drug 1: N#Cc1ccc(Cn2cncc2CN2CCN(c3cccc(Cl)c3)C(=O)C2)cc1. Drug 2: NC1(c2ccc(-c3nc4ccn5c(=O)[nH]nc5c4cc3-c3ccccc3)cc2)CCC1. Cell line: HT29. Synergy scores: synergy=38.5. (4) Drug 1: Cn1c(=O)n(-c2ccc(C(C)(C)C#N)cc2)c2c3cc(-c4cnc5ccccc5c4)ccc3ncc21. Drug 2: CCc1c2c(nc3ccc(O)cc13)-c1cc3c(c(=O)n1C2)COC(=O)C3(O)CC. Cell line: SW837. Synergy scores: synergy=14.0. (5) Drug 1: COc1cccc2c1C(=O)c1c(O)c3c(c(O)c1C2=O)CC(O)(C(=O)CO)CC3OC1CC(N)C(O)C(C)O1. Drug 2: COC1CC2CCC(C)C(O)(O2)C(=O)C(=O)N2CCCCC2C(=O)OC(C(C)CC2CCC(OP(C)(C)=O)C(OC)C2)CC(=O)C(C)C=C(C)C(O)C(OC)C(=O)C(C)CC(C)C=CC=CC=C1C. Cell line: OCUBM. Synergy scores: synergy=4.32. (6) Drug 1: CC(C)CC(NC(=O)C(Cc1ccccc1)NC(=O)c1cnccn1)B(O)O. Drug 2: CCC1(O)C(=O)OCc2c1cc1n(c2=O)Cc2cc3c(CN(C)C)c(O)ccc3nc2-1. Cell line: A2780. Synergy scores: synergy=-2.59.